From a dataset of TCR-epitope binding with 47,182 pairs between 192 epitopes and 23,139 TCRs. Binary Classification. Given a T-cell receptor sequence (or CDR3 region) and an epitope sequence, predict whether binding occurs between them. (1) The epitope is HPKVSSEVHI. The TCR CDR3 sequence is CASSQDAYNEQFF. Result: 0 (the TCR does not bind to the epitope). (2) The epitope is SEETGTLIV. The TCR CDR3 sequence is CASSQVSGAEAFF. Result: 0 (the TCR does not bind to the epitope).